This data is from Reaction yield outcomes from USPTO patents with 853,638 reactions. The task is: Predict the reaction yield, written as a fraction of the theoretical maximum amount of product (1.0 means a 100% yield; for example, 0.34 means a 34% yield). (1) The reactants are [NH2:1][C:2]1[CH:3]=[C:4]([C:9]([N:11]2[CH2:16][CH:15]3[CH:13]([CH:14]3[C:17]3[CH:22]=[CH:21][C:20]([O:23][CH3:24])=[CH:19][CH:18]=3)[CH2:12]2)=[O:10])[CH:5]=[CH:6][C:7]=1[CH3:8].CCN(CC)CC.[Cl:32][C:33]1[CH:41]=[CH:40][C:36]([C:37](Cl)=[O:38])=[CH:35][N:34]=1. The catalyst is C(Cl)Cl. The product is [Cl:32][C:33]1[CH:41]=[CH:40][C:36]([C:37]([NH:1][C:2]2[CH:3]=[C:4]([C:9]([N:11]3[CH2:16][CH:15]4[CH:13]([CH:14]4[C:17]4[CH:18]=[CH:19][C:20]([O:23][CH3:24])=[CH:21][CH:22]=4)[CH2:12]3)=[O:10])[CH:5]=[CH:6][C:7]=2[CH3:8])=[O:38])=[CH:35][N:34]=1. The yield is 0.800. (2) The reactants are FC1(F)CC1CN1CCN(C2SC(C(OCC)=O)=C(C)N=2)C1=O.[CH2:24]([N:31]1[CH2:35][CH2:34][N:33]([C:36]2[S:37][C:38]([C:42]([O:44]CC)=[O:43])=[C:39]([CH3:41])[N:40]=2)[C:32]1=[O:47])[C:25]1[CH:30]=[CH:29][CH:28]=[CH:27][CH:26]=1. No catalyst specified. The product is [CH2:24]([N:31]1[CH2:35][CH2:34][N:33]([C:36]2[S:37][C:38]([C:42]([OH:44])=[O:43])=[C:39]([CH3:41])[N:40]=2)[C:32]1=[O:47])[C:25]1[CH:30]=[CH:29][CH:28]=[CH:27][CH:26]=1. The yield is 0.840. (3) The reactants are [Br:1][C:2]1[CH:3]=[C:4]([N:8]2[C:12]3=N[CH:14]=[C:15](I)[CH:16]=[C:11]3[C:10]([C:18]([O:20][CH3:21])=[O:19])=[N:9]2)[CH:5]=[CH:6][CH:7]=1.[CH3:22][N:23]1[CH:27]=[C:26](B2OC(C)(C)C(C)(C)O2)[CH:25]=[N:24]1.[Cl-].[Li+].[C:39](=O)([O-])[O-].[Na+].[Na+]. The catalyst is COCCOC.O.[Cl-].[NH4+]. The product is [Br:1][C:2]1[CH:3]=[C:4]([N:8]2[C:12]3[C:11](=[CH:16][C:15]([C:26]4[CH:25]=[N:24][N:23]([CH3:22])[CH:27]=4)=[CH:14][CH:39]=3)[C:10]([C:18]([O:20][CH3:21])=[O:19])=[N:9]2)[CH:5]=[CH:6][CH:7]=1. The yield is 0.380.